This data is from Forward reaction prediction with 1.9M reactions from USPTO patents (1976-2016). The task is: Predict the product of the given reaction. Given the reactants [CH:1]1([N:6]2[CH2:11][CH2:10][CH:9]([CH2:12][CH2:13][C:14]([NH:16][OH:17])=[NH:15])[CH2:8][CH2:7]2)[CH2:5][CH2:4][CH2:3][CH2:2]1.[C:18]([C:20]1[CH:28]=[CH:27][C:23]([C:24]([Cl:26])=O)=[CH:22][CH:21]=1)#[N:19], predict the reaction product. The product is: [ClH:26].[CH:1]1([N:6]2[CH2:7][CH2:8][CH:9]([CH2:12][CH2:13][C:14]3[N:15]=[C:24]([C:23]4[CH:27]=[CH:28][C:20]([C:18]#[N:19])=[CH:21][CH:22]=4)[O:17][N:16]=3)[CH2:10][CH2:11]2)[CH2:2][CH2:3][CH2:4][CH2:5]1.